From a dataset of Forward reaction prediction with 1.9M reactions from USPTO patents (1976-2016). Predict the product of the given reaction. Given the reactants [NH2:1][C:2]1[CH:6]=[C:5]([C:7]([CH3:10])([CH3:9])[CH3:8])[S:4][C:3]=1[C:11]([O:13][CH3:14])=[O:12].Cl[C:16]([O:18][CH2:19][C:20]1[CH:25]=[CH:24][CH:23]=[CH:22][CH:21]=1)=[O:17].C([O-])([O-])=O.[Na+].[Na+].C1(C)C=CC=CC=1, predict the reaction product. The product is: [C:16]([NH:1][C:2]1[CH:6]=[C:5]([C:7]([CH3:10])([CH3:8])[CH3:9])[S:4][C:3]=1[C:11]([O:13][CH3:14])=[O:12])([O:18][CH2:19][C:20]1[CH:25]=[CH:24][CH:23]=[CH:22][CH:21]=1)=[O:17].